This data is from Forward reaction prediction with 1.9M reactions from USPTO patents (1976-2016). The task is: Predict the product of the given reaction. (1) Given the reactants [C:1](OCC)(=[O:16])/[CH:2]=[C:3](/[CH2:5][CH2:6]/[CH:7]=[C:8](\[CH2:10][CH2:11][CH:12]=[C:13]([CH3:15])[CH3:14])/[CH3:9])\[CH3:4].[H-].[H-].[H-].[H-].[Li+].[Al+3], predict the reaction product. The product is: [OH:16][CH2:1]/[CH:2]=[C:3](/[CH2:5][CH2:6]/[CH:7]=[C:8](\[CH2:10][CH2:11][CH:12]=[C:13]([CH3:15])[CH3:14])/[CH3:9])\[CH3:4]. (2) Given the reactants [F:1][C:2]1[CH:7]=[CH:6][C:5]([C:8](=O)[CH2:9][CH2:10][CH2:11][CH2:12][N:13]2[CH2:18][CH2:17][CH:16]([C:19]3[CH:20]=[C:21]([NH:25][C:26](=[O:30])[CH:27]([CH3:29])[CH3:28])[CH:22]=[CH:23][CH:24]=3)[CH2:15][CH2:14]2)=[CH:4][CH:3]=1.Cl.[C:33]1([N:39]([C:41]2[CH:46]=[CH:45][CH:44]=[CH:43][CH:42]=2)N)[CH:38]=[CH:37][CH:36]=[CH:35][CH:34]=1, predict the reaction product. The product is: [F:1][C:2]1[CH:7]=[CH:6][C:5]([C:8]2[N:39]([C:41]3[CH:46]=[CH:45][CH:44]=[CH:43][CH:42]=3)[C:33]3[C:34]([C:9]=2[CH2:10][CH2:11][CH2:12][N:13]2[CH2:18][CH2:17][CH:16]([C:19]4[CH:20]=[C:21]([NH:25][C:26](=[O:30])[CH:27]([CH3:29])[CH3:28])[CH:22]=[CH:23][CH:24]=4)[CH2:15][CH2:14]2)=[CH:35][CH:36]=[CH:37][CH:38]=3)=[CH:4][CH:3]=1. (3) Given the reactants [Br:1][C:2]1[CH:3]=[C:4]([NH:10][C:11]2[N:16]=[CH:15][C:14]([N:17]3[CH2:22][CH2:21][N:20]([C:23]([O:25][C:26]([CH3:29])([CH3:28])[CH3:27])=[O:24])[CH2:19][CH2:18]3)=[CH:13][CH:12]=2)[C:5](=[O:9])[N:6]([CH3:8])[CH:7]=1.N[C:31]1N=CC(N2CCN(C(OC(C)(C)C)=O)C[C@@H]2C)=CC=1.BrC1C(=O)N(C)C=C(Br)C=1, predict the reaction product. The product is: [Br:1][C:2]1[CH:3]=[C:4]([NH:10][C:11]2[N:16]=[CH:15][C:14]([N:17]3[CH2:22][CH2:21][N:20]([C:23]([O:25][C:26]([CH3:29])([CH3:28])[CH3:27])=[O:24])[CH2:19][C@@H:18]3[CH3:31])=[CH:13][CH:12]=2)[C:5](=[O:9])[N:6]([CH3:8])[CH:7]=1. (4) The product is: [F:16][C:15]([F:18])([F:17])[C:12]1[CH:11]=[CH:10][C:9]([CH:1]=[CH2:2])=[CH:14][N:13]=1. Given the reactants [CH:1]([B-](F)(F)F)=[CH2:2].[K+].Br[C:9]1[CH:10]=[CH:11][C:12]([C:15]([F:18])([F:17])[F:16])=[N:13][CH:14]=1.C1(P(C2C=CC=CC=2)C2C=CC=CC=2)C=CC=CC=1.C(=O)([O-])[O-].[Cs+].[Cs+], predict the reaction product. (5) Given the reactants I[C:2]1[C:10]2[C:5](=[N:6][CH:7]=[C:8]([C:11]3[C:12]([O:24][CH3:25])=[C:13]([NH:19][S:20]([CH3:23])(=[O:22])=[O:21])[C:14]([O:17][CH3:18])=[CH:15][CH:16]=3)[CH:9]=2)[N:4]([S:26]([C:29]2[CH:35]=[CH:34][C:32]([CH3:33])=[CH:31][CH:30]=2)(=[O:28])=[O:27])[CH:3]=1.[F:36][C:37]1[CH:38]=[C:39]([CH:57]=[CH:58][CH:59]=1)[CH2:40][N:41]1[C:45]([CH3:46])=[C:44](B2OC(C)(C)C(C)(C)O2)[C:43]([CH3:56])=[N:42]1.C(=O)([O-])[O-].[Na+].[Na+], predict the reaction product. The product is: [F:36][C:37]1[CH:38]=[C:39]([CH:57]=[CH:58][CH:59]=1)[CH2:40][N:41]1[C:45]([CH3:46])=[C:44]([C:2]2[C:10]3[C:5](=[N:6][CH:7]=[C:8]([C:11]4[C:12]([O:24][CH3:25])=[C:13]([NH:19][S:20]([CH3:23])(=[O:22])=[O:21])[C:14]([O:17][CH3:18])=[CH:15][CH:16]=4)[CH:9]=3)[N:4]([S:26]([C:29]3[CH:35]=[CH:34][C:32]([CH3:33])=[CH:31][CH:30]=3)(=[O:28])=[O:27])[CH:3]=2)[C:43]([CH3:56])=[N:42]1. (6) Given the reactants Cl[C:2]1[C:3]2[CH:25]=[C:24]([Cl:26])[CH:23]=[CH:22][C:4]=2[N:5]([CH3:21])[C:6](=[O:20])[CH:7]([CH2:9][C:10]2[CH:15]=[CH:14][C:13]([CH2:16][CH3:17])=[C:12]([CH2:18][CH3:19])[CH:11]=2)[N:8]=1.[F:27][C:28]1[CH:33]=[CH:32][C:31](B(O)O)=[CH:30][CH:29]=1.C1C=CC(P(C2C=CC=CC=2)C2C=CC=CC=2)=CC=1.C([O-])([O-])=O.[Cs+].[Cs+], predict the reaction product. The product is: [Cl:26][C:24]1[CH:23]=[CH:22][C:4]2[N:5]([CH3:21])[C:6](=[O:20])[CH:7]([CH2:9][C:10]3[CH:15]=[CH:14][C:13]([CH2:16][CH3:17])=[C:12]([CH2:18][CH3:19])[CH:11]=3)[N:8]=[C:2]([C:31]3[CH:32]=[CH:33][C:28]([F:27])=[CH:29][CH:30]=3)[C:3]=2[CH:25]=1. (7) The product is: [CH3:22][C:19]1[CH:20]=[CH:21][C:16]([S:13]([NH:12][C:8]2[CH:9]=[C:10]3[C:5](=[CH:6][CH:7]=2)[NH:4][C:3]([CH2:1][CH2:2][CH3:24])=[CH:11]3)(=[O:15])=[O:14])=[CH:17][CH:18]=1. Given the reactants [CH2:1]([C:3]1[NH:4][C:5]2[C:10]([CH:11]=1)=[CH:9][C:8]([NH:12][S:13]([C:16]1[CH:21]=[CH:20][C:19]([CH3:22])=[CH:18][CH:17]=1)(=[O:15])=[O:14])=[CH:7][CH:6]=2)[CH3:2].N[C:24]1C=C2C(=CC=1)NC(CCC)=C2, predict the reaction product.